From a dataset of Full USPTO retrosynthesis dataset with 1.9M reactions from patents (1976-2016). Predict the reactants needed to synthesize the given product. (1) Given the product [F:31][C:32]([F:45])([F:44])[S:33]([O:18][C:15]1[CH:16]=[C:17]2[C:12](=[CH:13][CH:14]=1)[O:11][CH2:10][CH:9]([NH:19][C:20]([O:21][CH2:22][CH3:23])=[O:24])[CH:8]2[CH2:1][C:2]1[CH:3]=[CH:4][CH:5]=[CH:6][CH:7]=1)(=[O:35])=[O:34], predict the reactants needed to synthesize it. The reactants are: [CH2:1]([CH:8]1[C:17]2[C:12](=[CH:13][CH:14]=[C:15]([OH:18])[CH:16]=2)[O:11][CH2:10][CH:9]1[NH:19][C:20](=[O:24])[O:21][CH2:22][CH3:23])[C:2]1[CH:7]=[CH:6][CH:5]=[CH:4][CH:3]=1.N1C=CC=CC=1.[F:31][C:32]([F:45])([F:44])[S:33](O[S:33]([C:32]([F:45])([F:44])[F:31])(=[O:35])=[O:34])(=[O:35])=[O:34]. (2) Given the product [NH2:1][C:2]1[CH:3]=[CH:4][C:5]([C:8]2[C:16]3[C:11](=[CH:12][N:13]=[CH:14][CH:15]=3)[NH:10][C:9]=2[C:17]([NH2:22])=[O:19])=[CH:6][CH:7]=1, predict the reactants needed to synthesize it. The reactants are: [NH2:1][C:2]1[CH:7]=[CH:6][C:5]([C:8]2[C:16]3[C:11](=[CH:12][N:13]=[CH:14][CH:15]=3)[NH:10][C:9]=2[C:17]([O:19]CC)=O)=[CH:4][CH:3]=1.[NH3:22].C. (3) Given the product [Br:34][C:12]1[S:11][C:10]([C:8]([NH:7][CH2:6][C:5]2[CH:16]=[CH:17][C:2]([F:1])=[CH:3][CH:4]=2)=[O:9])=[C:14]([CH3:15])[CH:13]=1, predict the reactants needed to synthesize it. The reactants are: [F:1][C:2]1[CH:17]=[CH:16][C:5]([CH2:6][NH:7][C:8]([C:10]2[S:11][CH:12]=[CH:13][C:14]=2[CH3:15])=[O:9])=[CH:4][CH:3]=1.C(NC(C1OC=CC=1C)=O)C1C=CC=CC=1.[Br:34]N1C(=O)CCC1=O. (4) Given the product [CH2:1]([N:3]([CH2:29][C:30]1[CH:35]=[CH:34][C:33]([O:36][CH2:40][CH2:41][N:43]2[CH2:48][CH2:47][CH:46]([CH3:49])[CH2:45][CH2:44]2)=[C:32]([F:37])[CH:31]=1)[C:4]1[CH:9]=[C:8]([O:10][CH3:11])[CH:7]=[CH:6][C:5]=1[C@@H:12]1[CH2:21][CH2:20][C:19]2[CH:18]=[C:17]([OH:22])[CH:16]=[CH:15][C:14]=2[CH2:13]1)[CH3:2], predict the reactants needed to synthesize it. The reactants are: [CH2:1]([N:3]([C:29](=O)[C:30]1[CH:35]=[CH:34][C:33]([OH:36])=[C:32]([F:37])[CH:31]=1)[C:4]1[CH:9]=[C:8]([O:10][CH3:11])[CH:7]=[CH:6][C:5]=1[C@@H:12]1[CH2:21][CH2:20][C:19]2[CH:18]=[C:17]([O:22]C(=O)C(C)(C)C)[CH:16]=[CH:15][C:14]=2[CH2:13]1)[CH3:2].Cl[CH2:40][C:41]([N:43]1[CH2:48][CH2:47][CH:46]([CH3:49])[CH2:45][CH2:44]1)=O. (5) Given the product [CH3:13][O:12][C:5]1[C:4]([O:14][CH3:15])=[CH:3][C:2]([S:23]([C:20]2[CH:21]=[CH:22][C:17]([CH3:26])=[CH:18][CH:19]=2)(=[O:25])=[O:24])=[CH:11][C:6]=1[C:7]([O:9][CH3:10])=[O:8], predict the reactants needed to synthesize it. The reactants are: I[C:2]1[CH:3]=[C:4]([O:14][CH3:15])[C:5]([O:12][CH3:13])=[C:6]([CH:11]=1)[C:7]([O:9][CH3:10])=[O:8].O.[C:17]1([CH3:26])[CH:22]=[CH:21][C:20]([S:23]([O-:25])=[O:24])=[CH:19][CH:18]=1.[Na+].O.CCOC(C)=O. (6) Given the product [CH2:44]([O:43][C:42](=[O:51])[NH:41][C@H:37]1[CH2:38][CH2:39][CH2:40][N:35]([C:34]2[CH:33]=[CH:32][N:31]=[CH:30][C:29]=2[NH:28][C:25]([C:13]2[C:12]([NH:11][C:9]([O:8][CH2:1][C:2]3[CH:7]=[CH:6][CH:5]=[CH:4][CH:3]=3)=[O:10])=[CH:21][C:20]3[C:15](=[CH:16][C:17]([CH2:22][C:23]#[N:24])=[CH:18][CH:19]=3)[N:14]=2)=[O:27])[CH2:36]1)[C:45]1[CH:50]=[CH:49][CH:48]=[CH:47][CH:46]=1, predict the reactants needed to synthesize it. The reactants are: [CH2:1]([O:8][C:9]([NH:11][C:12]1[C:13]([C:25]([OH:27])=O)=[N:14][C:15]2[C:20]([CH:21]=1)=[CH:19][CH:18]=[C:17]([CH2:22][C:23]#[N:24])[CH:16]=2)=[O:10])[C:2]1[CH:7]=[CH:6][CH:5]=[CH:4][CH:3]=1.[NH2:28][C:29]1[CH:30]=[N:31][CH:32]=[CH:33][C:34]=1[N:35]1[CH2:40][CH2:39][CH2:38][C@H:37]([NH:41][C:42](=[O:51])[O:43][CH2:44][C:45]2[CH:50]=[CH:49][CH:48]=[CH:47][CH:46]=2)[CH2:36]1.CN(C(ON1N=NC2C=CC=NC1=2)=[N+](C)C)C.F[P-](F)(F)(F)(F)F.CCN(C(C)C)C(C)C. (7) Given the product [C:39]([C:41]1[CH:49]=[CH:48][C:44]([C:45]([N:3]([O:4][CH3:5])[CH3:2])=[O:46])=[CH:43][C:42]=1[F:50])#[N:40], predict the reactants needed to synthesize it. The reactants are: Cl.[CH3:2][NH:3][O:4][CH3:5].CCN(C(C)C)C(C)C.CN(C(ON1N=NC2C=CC=NC1=2)=[N+](C)C)C.F[P-](F)(F)(F)(F)F.[C:39]([C:41]1[CH:49]=[CH:48][C:44]([C:45](O)=[O:46])=[CH:43][C:42]=1[F:50])#[N:40].